This data is from Full USPTO retrosynthesis dataset with 1.9M reactions from patents (1976-2016). The task is: Predict the reactants needed to synthesize the given product. Given the product [C:1]([O:5][C:6]([N:8]1[CH2:9][CH2:10][N:11]([C:14]2[C:19]([NH:20][CH2:24][C:25]#[C:26][CH3:27])=[C:18]([NH:21][CH3:22])[N:17]=[CH:16][N:15]=2)[CH2:12][CH2:13]1)=[O:7])([CH3:4])([CH3:3])[CH3:2], predict the reactants needed to synthesize it. The reactants are: [C:1]([O:5][C:6]([N:8]1[CH2:13][CH2:12][N:11]([C:14]2[C:19]([NH2:20])=[C:18]([NH:21][CH3:22])[N:17]=[CH:16][N:15]=2)[CH2:10][CH2:9]1)=[O:7])([CH3:4])([CH3:3])[CH3:2].Br[CH2:24][C:25]#[C:26][CH3:27].C(=O)([O-])[O-].[K+].[K+].[Cl-].[NH4+].